This data is from P-glycoprotein inhibition data for predicting drug efflux from Broccatelli et al.. The task is: Regression/Classification. Given a drug SMILES string, predict its absorption, distribution, metabolism, or excretion properties. Task type varies by dataset: regression for continuous measurements (e.g., permeability, clearance, half-life) or binary classification for categorical outcomes (e.g., BBB penetration, CYP inhibition). Dataset: pgp_broccatelli. (1) The compound is CCN(CC)CCN(CC)CCOC(=O)c1ccc(N)cc1. The result is 0 (non-inhibitor). (2) The molecule is COc1cccc2c(=O)c3ccccc3n(CCCCl)c12. The result is 1 (inhibitor).